From a dataset of Peptide-MHC class II binding affinity with 134,281 pairs from IEDB. Regression. Given a peptide amino acid sequence and an MHC pseudo amino acid sequence, predict their binding affinity value. This is MHC class II binding data. (1) The peptide sequence is SAQNISGAGWSGMAE. The binding affinity (normalized) is 0.180. The MHC is DRB1_0404 with pseudo-sequence DRB1_0404. (2) The peptide sequence is SMQKTIPLVALTLTS. The MHC is HLA-DQA10501-DQB10303 with pseudo-sequence HLA-DQA10501-DQB10303. The binding affinity (normalized) is 0.575. (3) The peptide sequence is GSLQIVDKIDAAFKI. The MHC is DRB1_0101 with pseudo-sequence DRB1_0101. The binding affinity (normalized) is 0.508.